Dataset: Reaction yield outcomes from USPTO patents with 853,638 reactions. Task: Predict the reaction yield, written as a fraction of the theoretical maximum amount of product (1.0 means a 100% yield; for example, 0.34 means a 34% yield). (1) The reactants are [C:1]([C:3]1[C:4]([CH3:25])=[C:5]([C:19]2[CH:24]=[CH:23][CH:22]=[CH:21][CH:20]=2)[C:6]([F:18])=[C:7]([OH:17])[C:8]=1[NH:9][C:10](=O)[C:11]([CH3:15])([CH3:14])[CH2:12][OH:13])#[N:2].C1(C)C=CC(S([O-])(=O)=O)=CC=1.[NH+]1C=CC=CC=1. The catalyst is C1(C)C=CC=CC=1.C(OCC)(=O)C. The product is [F:18][C:6]1[C:5]([C:19]2[CH:24]=[CH:23][CH:22]=[CH:21][CH:20]=2)=[C:4]([CH3:25])[C:3]([C:1]#[N:2])=[C:8]2[C:7]=1[O:17][C:10]([C:11]([CH3:14])([CH3:15])[CH2:12][OH:13])=[N:9]2. The yield is 0.680. (2) The reactants are C([N:4]([C:28]1[C:33]([Cl:34])=[CH:32][C:31]([C:35]([F:44])([C:40]([F:43])([F:42])[F:41])[C:36]([F:39])([F:38])[F:37])=[CH:30][C:29]=1[Br:45])[C:5](=[O:27])[C:6]1[CH:11]=[CH:10][CH:9]=[C:8]([N:12]([C:15](=[O:24])[C:16]2[CH:21]=[CH:20][C:19]([C:22]#[N:23])=[CH:18][CH:17]=2)[CH2:13][CH3:14])[C:7]=1[O:25][CH3:26])(=O)C.[OH-].[Na+]. The catalyst is C1COCC1.C(OCC)(=O)C. The product is [Br:45][C:29]1[CH:30]=[C:31]([C:35]([F:44])([C:36]([F:37])([F:38])[F:39])[C:40]([F:42])([F:41])[F:43])[CH:32]=[C:33]([Cl:34])[C:28]=1[NH:4][C:5](=[O:27])[C:6]1[CH:11]=[CH:10][CH:9]=[C:8]([N:12]([C:15](=[O:24])[C:16]2[CH:17]=[CH:18][C:19]([C:22]#[N:23])=[CH:20][CH:21]=2)[CH2:13][CH3:14])[C:7]=1[O:25][CH3:26]. The yield is 0.980.